This data is from Forward reaction prediction with 1.9M reactions from USPTO patents (1976-2016). The task is: Predict the product of the given reaction. Given the reactants [CH3:1][C:2]1([CH3:58])[C:10]2[C:5](=[C:6]([CH2:11][O:12][CH:13]3[CH:18]([C:19]4[CH:24]=[CH:23][C:22]([O:25][CH2:26][CH2:27][CH2:28][O:29][CH2:30][C:31]5[CH:36]=[CH:35][CH:34]=[CH:33][C:32]=5[O:37][CH3:38])=[CH:21][CH:20]=4)[CH2:17][CH2:16][N:15]([C:39]([O:41][CH2:42][C:43]4[CH:48]=[CH:47][CH:46]=[CH:45][CH:44]=4)=[O:40])[CH2:14]3)[CH:7]=[CH:8][CH:9]=2)[N:4](COCC[Si](C)(C)C)[C:3]1=[O:57].[F-].C([N+](CCCC)(CCCC)CCCC)CCC, predict the reaction product. The product is: [CH3:1][C:2]1([CH3:58])[C:10]2[C:5](=[C:6]([CH2:11][O:12][CH:13]3[CH:18]([C:19]4[CH:20]=[CH:21][C:22]([O:25][CH2:26][CH2:27][CH2:28][O:29][CH2:30][C:31]5[CH:36]=[CH:35][CH:34]=[CH:33][C:32]=5[O:37][CH3:38])=[CH:23][CH:24]=4)[CH2:17][CH2:16][N:15]([C:39]([O:41][CH2:42][C:43]4[CH:44]=[CH:45][CH:46]=[CH:47][CH:48]=4)=[O:40])[CH2:14]3)[CH:7]=[CH:8][CH:9]=2)[NH:4][C:3]1=[O:57].